From a dataset of Catalyst prediction with 721,799 reactions and 888 catalyst types from USPTO. Predict which catalyst facilitates the given reaction. (1) Reactant: [C:1]([NH:4][C@:5]1([C@@H:23]([CH2:25][CH3:26])[CH3:24])[CH2:9][CH2:8][N:7]([C@@H:10]([CH2:14][CH2:15][C:16]2[CH:21]=[CH:20][CH:19]=[CH:18][CH:17]=2)[C:11](O)=[O:12])[C:6]1=[O:22])(=[O:3])[CH3:2].CCN(C(C)C)C(C)C.CN(C(ON1N=NC2C=CC=NC1=2)=[N+](C)C)C.F[P-](F)(F)(F)(F)F.[CH3:60][O:61][C:62]1[CH:91]=[CH:90][C:65]([CH2:66][N:67]2[C@@H:76]([C@@H:77]([OH:89])[C@@H:78]([NH2:88])[CH2:79][C:80]3[CH:85]=[C:84]([F:86])[CH:83]=[C:82]([F:87])[CH:81]=3)[CH2:75][C:74]3[C:69](=[CH:70][CH:71]=[CH:72][CH:73]=3)[CH2:68]2)=[CH:64][CH:63]=1. Product: [CH3:60][O:61][C:62]1[CH:63]=[CH:64][C:65]([CH2:66][N:67]2[C@@H:76]([C@@H:77]([OH:89])[C@@H:78]([NH:88][C:11](=[O:12])[C@@H:10]([N:7]3[CH2:8][CH2:9][C@:5]([NH:4][C:1](=[O:3])[CH3:2])([C@@H:23]([CH2:25][CH3:26])[CH3:24])[C:6]3=[O:22])[CH2:14][CH2:15][C:16]3[CH:17]=[CH:18][CH:19]=[CH:20][CH:21]=3)[CH2:79][C:80]3[CH:85]=[C:84]([F:86])[CH:83]=[C:82]([F:87])[CH:81]=3)[CH2:75][C:74]3[C:69](=[CH:70][CH:71]=[CH:72][CH:73]=3)[CH2:68]2)=[CH:90][CH:91]=1. The catalyst class is: 4. (2) Reactant: [C:1]([NH2:4])(=[O:3])[CH3:2].C[Si](C)(C)[N-][Si](C)(C)C.[Li+].[Br:15][C:16]1[CH:17]=[CH:18][C:19]2[O:25][CH2:24][CH2:23][N:22]([C:26]3[C:35]4[CH2:34][C:33]([CH3:37])([CH3:36])[CH2:32][CH2:31][C:30]=4[N:29]=[C:28]([CH2:38]Cl)[N:27]=3)[CH2:21][C:20]=2[CH:40]=1. Product: [Br:15][C:16]1[CH:17]=[CH:18][C:19]2[O:25][CH2:24][CH2:23][N:22]([C:26]3[C:35]4[CH2:34][C:33]([CH3:36])([CH3:37])[CH2:32][CH2:31][C:30]=4[N:29]=[C:28]([CH2:38][NH:4][C:1](=[O:3])[CH3:2])[N:27]=3)[CH2:21][C:20]=2[CH:40]=1. The catalyst class is: 9. (3) Reactant: Cl[C:2]1[NH:6][C:5]2[C:7]([CH:12]([CH2:15][CH3:16])[CH2:13][CH3:14])=[CH:8][CH:9]=[C:10]([Cl:11])[C:4]=2[N:3]=1.[Cl:17][C:18]1[CH:24]=[C:23]([Cl:25])[CH:22]=[C:21]([CH3:26])[C:19]=1[NH2:20].CN1CCCC1=O. Product: [Cl:11][C:10]1[C:4]2[N:3]=[C:2]([NH:20][C:19]3[C:21]([CH3:26])=[CH:22][C:23]([Cl:25])=[CH:24][C:18]=3[Cl:17])[NH:6][C:5]=2[C:7]([CH:12]([CH2:15][CH3:16])[CH2:13][CH3:14])=[CH:8][CH:9]=1. The catalyst class is: 6. (4) Reactant: C([O:5][C:6](=[O:125])[CH2:7][N:8]([CH2:117][C:118](=[O:124])[O:119]C(C)(C)C)[C:9](=[O:116])[CH2:10][N:11]1[CH:15]=[CH:14][N:13]=[C:12]1[CH2:16][N:17]([CH2:59][C:60]1[CH:65]=[CH:64][C:63]([O:66][CH2:67][C:68]2[N:69]=[N:70][N:71]([CH2:73][CH2:74][CH2:75][NH:76][C:77](=[O:115])[CH2:78][N:79]3[CH2:90][CH2:89][N:88]([CH2:91][C:92](=[O:98])[O:93]C(C)(C)C)[CH2:87][CH2:86][N:85]([CH2:99][C:100](=[O:106])[O:101]C(C)(C)C)[CH2:84][CH2:83][N:82]([CH2:107][C:108]([O:110]C(C)(C)C)=[O:109])[CH2:81][CH2:80]3)[CH:72]=2)=[CH:62][CH:61]=1)[CH2:18][CH2:19][CH2:20][CH2:21][CH2:22][C:23](=[O:58])[NH:24][CH2:25][CH2:26][CH2:27][CH2:28][C@@H:29]([C:51]([O:53]C(C)(C)C)=[O:52])[NH:30][C:31](=[O:50])[NH:32][C@H:33]([C:43]([O:45]C(C)(C)C)=[O:44])[CH2:34][CH2:35][C:36]([O:38]C(C)(C)C)=[O:37])(C)(C)C. Product: [C:118]([CH2:117][N:8]([CH2:7][C:6]([OH:125])=[O:5])[C:9](=[O:116])[CH2:10][N:11]1[CH:15]=[CH:14][N:13]=[C:12]1[CH2:16][N:17]([CH2:59][C:60]1[CH:61]=[CH:62][C:63]([O:66][CH2:67][C:68]2[N:69]=[N:70][N:71]([CH2:73][CH2:74][CH2:75][NH:76][C:77](=[O:115])[CH2:78][N:79]3[CH2:90][CH2:89][N:88]([CH2:91][C:92]([OH:98])=[O:93])[CH2:87][CH2:86][N:85]([CH2:99][C:100]([OH:106])=[O:101])[CH2:84][CH2:83][N:82]([CH2:107][C:108]([OH:110])=[O:109])[CH2:81][CH2:80]3)[CH:72]=2)=[CH:64][CH:65]=1)[CH2:18][CH2:19][CH2:20][CH2:21][CH2:22][C:23](=[O:58])[NH:24][CH2:25][CH2:26][CH2:27][CH2:28][C@@H:29]([C:51]([OH:53])=[O:52])[NH:30][C:31](=[O:50])[NH:32][C@H:33]([C:43]([OH:45])=[O:44])[CH2:34][CH2:35][C:36]([OH:38])=[O:37])([OH:124])=[O:119]. The catalyst class is: 137. (5) Reactant: [NH2:1][C:2]1[C:7]([C:8]#[N:9])=[C:6]([N:10]2[CH2:15][CH2:14][C@H:13]([C:16]3[N:17]([CH2:29][CH2:30][N:31]4[CH2:34][CH2:33][CH2:32]4)[CH:18]=[C:19]([C:21]4[CH:26]=[CH:25][C:24]([F:27])=[C:23]([CH3:28])[CH:22]=4)[N:20]=3)[C@H:12]([F:35])[CH2:11]2)[N:5]=[CH:4][N:3]=1.[OH:36]O.[OH-].[Na+]. Product: [NH2:1][C:2]1[C:7]([C:8]([NH2:9])=[O:36])=[C:6]([N:10]2[CH2:15][CH2:14][C@H:13]([C:16]3[N:17]([CH2:29][CH2:30][N:31]4[CH2:32][CH2:33][CH2:34]4)[CH:18]=[C:19]([C:21]4[CH:26]=[CH:25][C:24]([F:27])=[C:23]([CH3:28])[CH:22]=4)[N:20]=3)[C@H:12]([F:35])[CH2:11]2)[N:5]=[CH:4][N:3]=1. The catalyst class is: 16. (6) Product: [C:1]([O:5][C:6]([N:8]1[CH2:12][C@@H:11]([CH2:13][O:14][S:37]([CH3:36])(=[O:39])=[O:38])[C@H:10]([CH2:15][N:16]([C:20](=[O:35])[C:21]2[CH:26]=[CH:25][C:24]([CH2:27][CH3:28])=[C:23]([O:29][CH2:30][CH2:31][CH2:32][O:33][CH3:34])[CH:22]=2)[CH:17]([CH3:18])[CH3:19])[CH2:9]1)=[O:7])([CH3:2])([CH3:3])[CH3:4]. The catalyst class is: 2. Reactant: [C:1]([O:5][C:6]([N:8]1[CH2:12][C@@H:11]([CH2:13][OH:14])[C@H:10]([CH2:15][N:16]([C:20](=[O:35])[C:21]2[CH:26]=[CH:25][C:24]([CH2:27][CH3:28])=[C:23]([O:29][CH2:30][CH2:31][CH2:32][O:33][CH3:34])[CH:22]=2)[CH:17]([CH3:19])[CH3:18])[CH2:9]1)=[O:7])([CH3:4])([CH3:3])[CH3:2].[CH3:36][S:37](Cl)(=[O:39])=[O:38].CCN(CC)CC. (7) Reactant: C([O:3][C:4](=O)[C:5]1[CH:10]=[CH:9][C:8]([O:11][C:12]2[CH:17]=[CH:16][C:15]([Cl:18])=[C:14]([F:19])[CH:13]=2)=[CH:7][C:6]=1[CH2:20][N:21](CC1C=CC(OC)=CC=1OC)[CH2:22][C:23]([O:25][CH2:26][CH3:27])=[O:24])C.CCC([O-])(C)C.[K+].S(Cl)(Cl)=O. Product: [CH2:26]([O:25][C:23]([C:22]1[N:21]=[CH:20][C:6]2[C:5]([C:4]=1[OH:3])=[CH:10][CH:9]=[C:8]([O:11][C:12]1[CH:17]=[CH:16][C:15]([Cl:18])=[C:14]([F:19])[CH:13]=1)[CH:7]=2)=[O:24])[CH3:27]. The catalyst class is: 76.